This data is from Catalyst prediction with 721,799 reactions and 888 catalyst types from USPTO. The task is: Predict which catalyst facilitates the given reaction. (1) Reactant: Cl[C:2]1[C:7]([C:8]#[N:9])=[CH:6][N:5]=[C:4]([S:10][CH3:11])[N:3]=1.CCN(C(C)C)C(C)C.[CH:21]1([NH2:25])[CH2:24][CH2:23][CH2:22]1.[Cl-].[Na+]. Product: [CH:21]1([NH:25][C:2]2[C:7]([C:8]#[N:9])=[CH:6][N:5]=[C:4]([S:10][CH3:11])[N:3]=2)[CH2:24][CH2:23][CH2:22]1. The catalyst class is: 3. (2) Reactant: F[C:2]1[CH:3]=[CH:4][C:5]([N+:11]([O-:13])=[O:12])=[C:6]([CH:10]=1)[C:7]([OH:9])=[O:8].[CH3:14][C:15]1[CH:20]=[CH:19][C:18]([N+:21]([O-:23])=[O:22])=[CH:17][C:16]=1[OH:24].C([O-])([O-])=O.[K+].[K+]. Product: [CH3:14][C:15]1[CH:20]=[CH:19][C:18]([N+:21]([O-:23])=[O:22])=[CH:17][C:16]=1[O:24][C:2]1[CH:3]=[CH:4][C:5]([N+:11]([O-:13])=[O:12])=[C:6]([CH:10]=1)[C:7]([OH:9])=[O:8]. The catalyst class is: 3. (3) Reactant: Br[C:2]1[CH:7]=[CH:6][N:5]=[CH:4][C:3]=1[N:8]([CH3:25])[C:9](=[O:24])[C:10]1[CH:15]=[C:14]([C:16]([F:19])([F:18])[F:17])[CH:13]=[C:12]([C:20]([F:23])([F:22])[F:21])[CH:11]=1.[O:26]([C:28]1[N:29]=[N:30][C:31]([O:37][CH3:38])=[CH:32][C:33]=1B(O)O)[CH3:27].C([O-])([O-])=O.[K+].[K+].COC1C=CC=C(OC)C=1C1C=CC=CC=1P(C1CCCCC1)C1CCCCC1. Product: [CH3:27][O:26][C:28]1[N:29]=[N:30][C:31]([O:37][CH3:38])=[CH:32][C:33]=1[C:2]1[CH:7]=[CH:6][N:5]=[CH:4][C:3]=1[N:8]([CH3:25])[C:9](=[O:24])[C:10]1[CH:15]=[C:14]([C:16]([F:19])([F:18])[F:17])[CH:13]=[C:12]([C:20]([F:23])([F:22])[F:21])[CH:11]=1. The catalyst class is: 128.